This data is from Peptide-MHC class II binding affinity with 134,281 pairs from IEDB. The task is: Regression. Given a peptide amino acid sequence and an MHC pseudo amino acid sequence, predict their binding affinity value. This is MHC class II binding data. (1) The peptide sequence is VRSGGHDYEGLSYRS. The MHC is DRB1_1001 with pseudo-sequence DRB1_1001. The binding affinity (normalized) is 0.446. (2) The peptide sequence is ANAIFKLTYQNKVVKVQ. The MHC is DRB1_1501 with pseudo-sequence DRB1_1501. The binding affinity (normalized) is 0.692. (3) The peptide sequence is AEAMDKVGNEGVITVEESNT. The MHC is DRB1_0301 with pseudo-sequence DRB1_0301. The binding affinity (normalized) is 0. (4) The peptide sequence is KQAYAATVATAPEVK. The MHC is DRB1_0401 with pseudo-sequence DRB1_0401. The binding affinity (normalized) is 0.571. (5) The peptide sequence is QTYYLSMEYLQGRAL. The MHC is DRB1_0401 with pseudo-sequence DRB1_0401. The binding affinity (normalized) is 0.739.